Task: Predict the product of the given reaction.. Dataset: Forward reaction prediction with 1.9M reactions from USPTO patents (1976-2016) (1) Given the reactants [Br:1][C:2]1[CH:8]=[C:7]([F:9])[C:5]([NH2:6])=[C:4]([F:10])[CH:3]=1.[OH2:11].CC(O)=[O:14], predict the reaction product. The product is: [Br:1][C:2]1[CH:8]=[C:7]([F:9])[C:5]([N+:6]([O-:14])=[O:11])=[C:4]([F:10])[CH:3]=1. (2) Given the reactants [CH2:1]([S:11]([CH2:14]/[CH:15]=[C:16](/[CH2:18][CH2:19][CH:20]=C(C)C)\C)(=[O:13])=[O:12])/[CH:2]=[C:3](/[CH2:5][CH2:6][CH:7]=[C:8]([CH3:10])[CH3:9])\[CH3:4].CC([O-:28])(C)C.[K+].[CH2:30](Br)/[CH:31]=[C:32](/[CH2:34][CH2:35][CH:36]=[C:37]([CH3:39])C)\[CH3:33].CN([CH:44]=[O:45])C, predict the reaction product. The product is: [C:14]1([S:11]([CH:1]([CH2:30][CH:31]=[C:32]([CH3:33])[CH2:34][CH2:35][CH:36]=[C:37]([CH3:39])[CH:44]=[O:45])[CH:2]=[C:3]([CH3:4])[CH2:5][CH2:6][CH:7]=[C:8]([CH3:9])[CH:10]=[O:28])(=[O:12])=[O:13])[CH:15]=[CH:16][CH:18]=[CH:19][CH:20]=1. (3) Given the reactants [Cl:1][C:2]1[N:3]=[C:4]2[C:9](=[CH:10][CH:11]=1)[N:8]=[CH:7][C:6]([C:12](=[O:14])[CH3:13])=[C:5]2[NH:15][C:16]1[CH:21]=[CH:20][CH:19]=[C:18]([CH2:22][CH2:23][N:24]2[CH2:28][CH2:27][CH2:26][CH2:25]2)[CH:17]=1.[Cl:29][C:30]1[CH:35]=[C:34](B2OC(C)(C)C(C)(C)O2)[CH:33]=[C:32]([F:45])[C:31]=1[OH:46].C1(N)C(F)=C(F)C(F)=C(N)C=1F.Cl.Cl, predict the reaction product. The product is: [ClH:1].[ClH:29].[Cl:29][C:30]1[CH:35]=[C:34]([C:2]2[N:3]=[C:4]3[C:9](=[CH:10][CH:11]=2)[N:8]=[CH:7][C:6]([C:12](=[O:14])[CH3:13])=[C:5]3[NH:15][C:16]2[CH:21]=[CH:20][CH:19]=[C:18]([CH2:22][CH2:23][N:24]3[CH2:28][CH2:27][CH2:26][CH2:25]3)[CH:17]=2)[CH:33]=[C:32]([F:45])[C:31]=1[OH:46]. (4) Given the reactants [Cl:1][C:2]1[C:7]([O:8][Si:9]([CH:16]([CH3:18])[CH3:17])([CH:13]([CH3:15])[CH3:14])[CH:10]([CH3:12])[CH3:11])=[CH:6][CH:5]=[CH:4][C:3]=1[OH:19].[H-].[Na+].[CH2:22](Cl)[O:23][CH3:24], predict the reaction product. The product is: [Cl:1][C:2]1[C:3]([O:19][CH2:22][O:23][CH3:24])=[CH:4][CH:5]=[CH:6][C:7]=1[O:8][Si:9]([CH:13]([CH3:15])[CH3:14])([CH:16]([CH3:18])[CH3:17])[CH:10]([CH3:11])[CH3:12]. (5) The product is: [CH:16]1([N:13]2[CH2:12][CH2:11][CH:10]([C:7]3[CH:8]=[CH:9][C:4]([N+:1]([O-:3])=[O:2])=[CH:5][CH:6]=3)[CH2:15][CH2:14]2)[CH2:20][CH2:19][CH2:18][CH2:17]1. Given the reactants [N+:1]([C:4]1[CH:9]=[CH:8][C:7]([CH:10]2[CH2:15][CH2:14][NH:13][CH2:12][CH2:11]2)=[CH:6][CH:5]=1)([O-:3])=[O:2].[C:16]1(=O)[CH2:20][CH2:19][CH2:18][CH2:17]1.C(O)(=O)C.[BH3-]C#N.[Na+], predict the reaction product. (6) Given the reactants Cl[C:2]([O:4][CH3:5])=[O:3].[NH2:6][CH2:7][CH:8]1[O:12][C:11](=[O:13])[N:10]([C:14]2[CH:15]=[C:16]3[C:20](=[C:21]([F:23])[CH:22]=2)[N:19]([CH:24]([CH3:26])[CH3:25])[C:18](=[O:27])[CH2:17]3)[CH2:9]1.C(N(C(C)C)CC)(C)C, predict the reaction product. The product is: [CH3:5][O:4][C:2](=[O:3])[NH:6][CH2:7][C@@H:8]1[O:12][C:11](=[O:13])[N:10]([C:14]2[CH:15]=[C:16]3[C:20](=[C:21]([F:23])[CH:22]=2)[N:19]([CH:24]([CH3:25])[CH3:26])[C:18](=[O:27])[CH2:17]3)[CH2:9]1.